Dataset: Reaction yield outcomes from USPTO patents with 853,638 reactions. Task: Predict the reaction yield, written as a fraction of the theoretical maximum amount of product (1.0 means a 100% yield; for example, 0.34 means a 34% yield). (1) The reactants are [CH:1]1[C:6]2[NH:7][C:8](=O)[CH2:9][CH2:10][O:11][C:5]=2[CH:4]=[CH:3][CH:2]=1.B. The catalyst is C1COCC1. The product is [CH:1]1[C:6]2[NH:7][CH2:8][CH2:9][CH2:10][O:11][C:5]=2[CH:4]=[CH:3][CH:2]=1. The yield is 1.00. (2) The reactants are [ClH:1].Cl.NCCCC1N=C(N)NC=1.C(OC([N:20]1[CH:24]=[C:23]([CH2:25][CH2:26][CH2:27][C:28](=O)[NH:29]C2CCCC2)[N:22]=[C:21]1[NH2:36])=O)(C)(C)C. No catalyst specified. The product is [ClH:1].[ClH:1].[NH2:29][CH2:28][CH2:27][CH2:26][CH2:25][C:23]1[N:22]=[C:21]([NH2:36])[NH:20][CH:24]=1. The yield is 0.180. (3) The reactants are [NH2:1][C:2]1[CH:7]=[CH:6][CH:5]=[CH:4][N:3]=1.N1C=CC=CC=1.Cl[C:15](OC1C=CC=CC=1)=[O:16].[Cl:24][C:25]1[CH:31]=[C:30]([O:32][C:33]2[C:34]3[N:41]([CH3:42])[CH:40]=[CH:39][C:35]=3[N:36]=[CH:37][N:38]=2)[CH:29]=[CH:28][C:26]=1[NH2:27]. The catalyst is CN1CCCC1=O. The product is [Cl:24][C:25]1[CH:31]=[C:30]([O:32][C:33]2[C:34]3[N:41]([CH3:42])[CH:40]=[CH:39][C:35]=3[N:36]=[CH:37][N:38]=2)[CH:29]=[CH:28][C:26]=1[NH:27][C:15]([NH:1][C:2]1[CH:7]=[CH:6][CH:5]=[CH:4][N:3]=1)=[O:16]. The yield is 0.760. (4) The reactants are C(OC(C[C:8]1[CH:9]=[C:10]([S:14]([N:17]=[C:18]=[O:19])(=[O:16])=[O:15])[CH:11]=[CH:12][CH:13]=1)=O)C=C.[Cl:20][C:21]1[CH:22]=[C:23]([NH2:30])[C:24](=[CH:28][CH:29]=1)[C:25]([OH:27])=O.C1N=CN(C(N2C=N[CH:40]=[CH:39]2)=O)C=1.[OH2:43].[CH2:44]1C[O:47][CH2:46][CH2:45]1. No catalyst specified. The product is [CH2:46]([O:47][C:8]1[C:9]([CH:39]=[C:40]=[O:43])=[C:10]([S:14]([N:17]2[C:25](=[O:27])[C:24]3[C:23](=[CH:22][C:21]([Cl:20])=[CH:29][CH:28]=3)[NH:30][C:18]2=[O:19])(=[O:15])=[O:16])[CH:11]=[CH:12][CH:13]=1)[CH:45]=[CH2:44]. The yield is 0.400. (5) The reactants are [C:1](Cl)(=O)[C:2]1[CH:7]=[CH:6][CH:5]=[CH:4][CH:3]=1.NC1[C:12](Cl)=[N:13][C:14]([Cl:17])=[CH:15][CH:16]=1.C(=O)([O-])[O-:20].[Na+].[Na+].C[C:26]([N:28](C)C)=O. The catalyst is C(Cl)Cl.C([O-])(=O)C.[Pd+2].C([O-])(=O)C. The product is [Cl:17][C:14]1[NH:13][C:12](=[O:20])[C:1]2[C:16]([CH:15]=1)=[N:28][CH:26]=[C:7]1[C:2]=2[CH:3]=[CH:4][CH:5]=[CH:6]1. The yield is 0.450. (6) The reactants are [Br:1][CH2:2][CH2:3][CH2:4][CH2:5][CH2:6][CH2:7][CH2:8][CH2:9][CH2:10][CH2:11][CH2:12][CH2:13][CH2:14][C:15]1[CH:16]=[N:17][CH:18]=[CH:19][CH:20]=1.[N:21]1[CH:26]=[C:25]([CH3:27])[CH:24]=[C:23]([CH3:28])[CH:22]=1. No catalyst specified. The product is [Br-:1].[CH3:28][C:23]1[CH:22]=[N+:21]([CH2:2][CH2:3][CH2:4][CH2:5][CH2:6][CH2:7][CH2:8][CH2:9][CH2:10][CH2:11][CH2:12][CH2:13][CH2:14][C:15]2[CH:16]=[N:17][CH:18]=[CH:19][CH:20]=2)[CH:26]=[C:25]([CH3:27])[CH:24]=1. The yield is 0.620. (7) The reactants are [CH3:1][S:2]([CH2:5][C:6]1[CH:7]=[C:8]([CH:10]=[CH:11][CH:12]=1)[NH2:9])(=[O:4])=[O:3].C(N(C(C)C)CC)(C)C.[Cl:22][C:23]1[N:28]=[C:27](Cl)[N:26]=[CH:25][N:24]=1. The catalyst is C(#N)C. The product is [Cl:22][C:23]1[N:28]=[CH:27][N:26]=[C:25]([NH:9][C:8]2[CH:10]=[CH:11][CH:12]=[C:6]([CH2:5][S:2]([CH3:1])(=[O:3])=[O:4])[CH:7]=2)[N:24]=1. The yield is 0.700. (8) The reactants are [CH2:1]([O:3][C:4]1[C:5]([OH:13])=[C:6]([CH:9]=[CH:10][C:11]=1[F:12])[CH:7]=[O:8])[CH3:2].N1C=CC=CC=1.[F:20][C:21]([F:34])([F:33])[S:22](O[S:22]([C:21]([F:34])([F:33])[F:20])(=[O:24])=[O:23])(=[O:24])=[O:23]. The catalyst is ClCCl. The product is [CH2:1]([O:3][C:4]1[C:11]([F:12])=[CH:10][CH:9]=[C:6]([CH:7]=[O:8])[C:5]=1[O:13][S:22]([C:21]([F:34])([F:33])[F:20])(=[O:24])=[O:23])[CH3:2]. The yield is 0.870.